This data is from Full USPTO retrosynthesis dataset with 1.9M reactions from patents (1976-2016). The task is: Predict the reactants needed to synthesize the given product. (1) The reactants are: C[O-].[Na+].[C:4]([C:6]1[CH:11]=[CH:10][CH:9]=[CH:8][N:7]=1)#[N:5].[Cl-:12].[NH4+:13]. Given the product [ClH:12].[N:7]1[CH:8]=[CH:9][CH:10]=[CH:11][C:6]=1[C:4]([NH2:13])=[NH:5], predict the reactants needed to synthesize it. (2) Given the product [C:89]([OH:88])(=[O:90])[CH2:91][C:48]([CH2:50][C:32]([OH:35])=[O:34])([C:47]([OH:46])=[O:5])[OH:49].[CH2:18]([N:14]1[C:15]2[CH2:16][CH2:17][NH:8][CH2:9][CH2:10][C:11]=2[C:12]([C:25]2[CH:30]=[CH:29][C:28]([Cl:31])=[CH:27][CH:26]=2)=[N:13]1)[C:19]1[CH:24]=[CH:23][CH:22]=[CH:21][CH:20]=1, predict the reactants needed to synthesize it. The reactants are: C([O:5]C([N:8]1[CH2:17][CH2:16][C:15]2[N:14]([CH2:18][C:19]3[CH:24]=[CH:23][CH:22]=[CH:21][CH:20]=3)[N:13]=[C:12]([C:25]3[CH:30]=[CH:29][C:28]([Cl:31])=[CH:27][CH:26]=3)[C:11]=2[CH2:10][CH2:9]1)=O)(C)(C)C.[C:32]([O-:35])([O-:34])=O.[Na+].[Na+].ClC1C=CC(B2[O:49][C:48]3[CH:50]=CC=C[C:47]=3[O:46]2)=CC=1.C(OC(N1CCC2N(CC3C=CC=CC=3)N=C(OS(C(F)(F)F)(=O)=O)C=2CC1)=O)(C)(C)C.CC[O:88][C:89]([CH3:91])=[O:90]. (3) Given the product [C:10]([NH:14][C:6]1[CH:5]=[C:4]([Cl:9])[N:3]=[C:2]([NH2:1])[N:7]=1)([CH3:13])([CH3:12])[CH3:11], predict the reactants needed to synthesize it. The reactants are: [NH2:1][C:2]1[N:7]=[C:6](Cl)[CH:5]=[C:4]([Cl:9])[N:3]=1.[C:10]([NH2:14])([CH3:13])([CH3:12])[CH3:11]. (4) Given the product [O:15]=[C:14]1[N:13]([C:23]2[CH:24]=[CH:25][CH:26]=[CH:27][CH:28]=2)[CH2:12][C:9]2([CH2:10][CH2:11][CH:6]([C:4]([O:3][CH2:1][CH3:2])=[O:5])[CH2:7][CH2:8]2)[O:16]1, predict the reactants needed to synthesize it. The reactants are: [CH2:1]([O:3][C:4]([CH:6]1[CH2:11][CH2:10][C:9](O)([CH2:12][N:13]([C:23]2[CH:28]=[CH:27][CH:26]=[CH:25][CH:24]=2)[C:14]([O:16]C2C=CC=CC=2)=[O:15])[CH2:8][CH2:7]1)=[O:5])[CH3:2].[H-].[Na+].O. (5) Given the product [Cl:1][C:2]1[CH:7]=[CH:6][C:5]([NH:8][C:9]([NH:11][C:12]2[CH:13]=[CH:14][C:15]([O:16][C:17]3[CH:22]=[CH:21][N:20]=[C:19]([C:23]4[S:25][CH:37]=[C:33]([CH3:34])[N:24]=4)[CH:18]=3)=[CH:26][CH:27]=2)=[O:10])=[CH:4][C:3]=1[C:28]([F:31])([F:30])[F:29], predict the reactants needed to synthesize it. The reactants are: [Cl:1][C:2]1[CH:7]=[CH:6][C:5]([NH:8][C:9]([NH:11][C:12]2[CH:27]=[CH:26][C:15]([O:16][C:17]3[CH:22]=[CH:21][N:20]=[C:19]([C:23](=[S:25])[NH2:24])[CH:18]=3)=[CH:14][CH:13]=2)=[O:10])=[CH:4][C:3]=1[C:28]([F:31])([F:30])[F:29].Cl[CH2:33][C:34](Cl)=O.[CH2:37](OCC)C. (6) Given the product [C:53]([O:56][C@@H:57]([CH3:61])[C:58]([N:26]([CH2:27][C@H:28]1[C@@H:32]([F:33])[CH2:31][N:30]([C:34]([O:36][CH2:37][C:38]2[CH:39]=[CH:40][CH:41]=[CH:42][CH:43]=2)=[O:35])[CH2:29]1)[C@@H:21]([C:9]1[N:10]=[C:11]([C:13]2[CH:18]=[C:17]([F:19])[CH:16]=[CH:15][C:14]=2[F:20])[S:12][C:8]=1[CH2:1][C:2]1[CH:7]=[CH:6][CH:5]=[CH:4][CH:3]=1)[C:22]([CH3:25])([CH3:24])[CH3:23])=[O:59])(=[O:55])[CH3:54], predict the reactants needed to synthesize it. The reactants are: [CH2:1]([C:8]1[S:12][C:11]([C:13]2[CH:18]=[C:17]([F:19])[CH:16]=[CH:15][C:14]=2[F:20])=[N:10][C:9]=1[C@H:21]([NH:26][CH2:27][C@H:28]1[C@@H:32]([F:33])[CH2:31][N:30]([C:34]([O:36][CH2:37][C:38]2[CH:43]=[CH:42][CH:41]=[CH:40][CH:39]=2)=[O:35])[CH2:29]1)[C:22]([CH3:25])([CH3:24])[CH3:23])[C:2]1[CH:7]=[CH:6][CH:5]=[CH:4][CH:3]=1.C(N(CC)C(C)C)(C)C.[C:53]([O:56][C@@H:57]([CH3:61])[C:58](Cl)=[O:59])(=[O:55])[CH3:54].